This data is from Full USPTO retrosynthesis dataset with 1.9M reactions from patents (1976-2016). The task is: Predict the reactants needed to synthesize the given product. Given the product [Br:1][C:2]1[CH:7]=[C:6]([O:8][CH2:18][CH2:19][CH2:20][O:21][CH3:22])[C:5]([F:9])=[C:4]([Cl:10])[CH:3]=1, predict the reactants needed to synthesize it. The reactants are: [Br:1][C:2]1[CH:3]=[C:4]([Cl:10])[C:5]([F:9])=[C:6]([OH:8])[CH:7]=1.C(=O)([O-])[O-].[K+].[K+].Br[CH2:18][CH2:19][CH2:20][O:21][CH3:22].O.